Dataset: Reaction yield outcomes from USPTO patents with 853,638 reactions. Task: Predict the reaction yield, written as a fraction of the theoretical maximum amount of product (1.0 means a 100% yield; for example, 0.34 means a 34% yield). (1) The reactants are [CH2:1]([O:8][C:9](=[O:41])[NH:10][C@@H:11]1[CH2:17][CH2:16][CH2:15][N:14]([C:18]2[N:19]([CH3:40])[N:20]=[CH:21][C:22]=2[NH:23][C:24]([C:26]2[N:27]=[C:28](Br)[S:29][C:30]=2[NH:31][C:32]([O:34][C:35]([CH3:38])([CH3:37])[CH3:36])=[O:33])=[O:25])[CH2:13][CH2:12]1)[C:2]1[CH:7]=[CH:6][CH:5]=[CH:4][CH:3]=1.CC1(C)C(C)(C)OB([C:50]2[CH:55]=[CH:54][CH:53]=[CH:52][C:51]=2[C:56]([F:59])([F:58])[F:57])O1.C(=O)([O-])[O-].[Na+].[Na+].C([O-])(=O)C.[K+].ClCCl. The catalyst is Cl[Pd]Cl.C1(P(C2C=CC=CC=2)[C-]2C=CC=C2)C=CC=CC=1.[C-]1(P(C2C=CC=CC=2)C2C=CC=CC=2)C=CC=C1.[Fe+2].O.C(#N)C. The product is [CH2:1]([O:8][C:9](=[O:41])[NH:10][C@@H:11]1[CH2:17][CH2:16][CH2:15][N:14]([C:18]2[N:19]([CH3:40])[N:20]=[CH:21][C:22]=2[NH:23][C:24]([C:26]2[N:27]=[C:28]([C:50]3[CH:55]=[CH:54][CH:53]=[CH:52][C:51]=3[C:56]([F:59])([F:58])[F:57])[S:29][C:30]=2[NH:31][C:32]([O:34][C:35]([CH3:38])([CH3:37])[CH3:36])=[O:33])=[O:25])[CH2:13][CH2:12]1)[C:2]1[CH:7]=[CH:6][CH:5]=[CH:4][CH:3]=1. The yield is 0.574. (2) The reactants are [CH3:1][CH:2]([O:6][C:7]1[N:15]=[C:14]2[C:10]([N:11]=[CH:12][N:13]2[CH:16]2[CH2:21][CH2:20][CH2:19][CH2:18][O:17]2)=[C:9]([NH2:22])[N:8]=1)[CH2:3][O:4][CH3:5].C1C(=O)N([Br:30])C(=O)C1. The catalyst is ClCCl. The product is [Br:30][C:12]1[N:13]([CH:16]2[CH2:21][CH2:20][CH2:19][CH2:18][O:17]2)[C:14]2[C:10]([N:11]=1)=[C:9]([NH2:22])[N:8]=[C:7]([O:6][CH:2]([CH3:1])[CH2:3][O:4][CH3:5])[N:15]=2. The yield is 0.811.